From a dataset of Full USPTO retrosynthesis dataset with 1.9M reactions from patents (1976-2016). Predict the reactants needed to synthesize the given product. Given the product [OH:3][NH:2][C:31](=[O:32])[CH:30]=[CH:29][C:25]1[CH:26]=[CH:27][CH:28]=[C:23]([S:20](=[O:22])(=[O:21])[NH:19][C:10]2[CH:11]=[CH:12][C:13]3[C:18](=[CH:17][CH:16]=[CH:15][CH:14]=3)[CH:9]=2)[CH:24]=1, predict the reactants needed to synthesize it. The reactants are: Cl.[NH2:2][OH:3].C([O-])(O)=O.[Na+].[CH:9]1[C:18]2[C:13](=[CH:14][CH:15]=[CH:16][CH:17]=2)[CH:12]=[CH:11][C:10]=1[NH:19][S:20]([C:23]1[CH:24]=[C:25]([CH:29]=[CH:30][C:31](Cl)=[O:32])[CH:26]=[CH:27][CH:28]=1)(=[O:22])=[O:21].